This data is from Forward reaction prediction with 1.9M reactions from USPTO patents (1976-2016). The task is: Predict the product of the given reaction. (1) Given the reactants S(OS([C:4]([F:7])([F:6])[F:5])(=O)=O)([C:4]([F:7])([F:6])[F:5])(=O)=O.[OH:16][C:17]1[CH:22]=[CH:21][C:20](/[CH:23]=[CH:24]/[C:25]([O:27][CH3:28])=[O:26])=[CH:19][C:18]=1[O:29][CH3:30].C(N(CC)CC)C, predict the reaction product. The product is: [CH3:30][O:29][C:18]1[CH:19]=[C:20](/[CH:23]=[CH:24]/[C:25]([O:27][CH3:28])=[O:26])[CH:21]=[CH:22][C:17]=1[O:16][C:4]([F:7])([F:6])[F:5]. (2) Given the reactants [OH:1][C:2]1[CH:7]=[CH:6][CH:5]=[CH:4][C:3]=1/[CH:8]=[C:9]1/[C:10](=[O:15])[NH:11][C:12](=S)[S:13]/1.[NH:16]1[CH2:21][CH2:20][NH:19][CH2:18][CH2:17]1, predict the reaction product. The product is: [OH:1][C:2]1[CH:7]=[CH:6][CH:5]=[CH:4][C:3]=1/[CH:8]=[C:9]1/[C:10](=[O:15])[N:11]=[C:12]([N:16]2[CH2:21][CH2:20][NH:19][CH2:18][CH2:17]2)[S:13]/1.